Task: Predict the reaction yield, written as a fraction of the theoretical maximum amount of product (1.0 means a 100% yield; for example, 0.34 means a 34% yield).. Dataset: Reaction yield outcomes from USPTO patents with 853,638 reactions (1) The reactants are Br[C:2]1[CH:7]=[CH:6][C:5]([S:8]([N:11]2[CH2:16][CH2:15][CH2:14][CH2:13][CH2:12]2)(=[O:10])=[O:9])=[CH:4][CH:3]=1.Br[C:18]1[CH:19]=[C:20]2[C:26]([C:27]([O:29][CH3:30])=[O:28])=[CH:25][NH:24][C:21]2=[N:22][CH:23]=1. No catalyst specified. The product is [N:11]1([S:8]([C:5]2[CH:6]=[CH:7][C:2]([C:18]3[CH:19]=[C:20]4[C:26]([C:27]([O:29][CH3:30])=[O:28])=[CH:25][NH:24][C:21]4=[N:22][CH:23]=3)=[CH:3][CH:4]=2)(=[O:10])=[O:9])[CH2:16][CH2:15][CH2:14][CH2:13][CH2:12]1. The yield is 0.810. (2) The reactants are [C:1]([C:3]1[CH:19]=[CH:18][C:6]([O:7][C:8]2[CH:9]=[CH:10][C:11]3[B:15]([OH:16])[O:14][CH2:13][C:12]=3[CH:17]=2)=[C:5]([CH:20]=O)[CH:4]=1)#[N:2].[NH:22]1[CH2:27][CH2:26][O:25][CH2:24][CH2:23]1.C(O)(=O)C.C([BH3-])#N. The catalyst is CO.O. The product is [OH:16][B:15]1[C:11]2[CH:10]=[CH:9][C:8]([O:7][C:6]3[CH:18]=[CH:19][C:3]([C:1]#[N:2])=[CH:4][C:5]=3[CH2:20][N:22]3[CH2:27][CH2:26][O:25][CH2:24][CH2:23]3)=[CH:17][C:12]=2[CH2:13][O:14]1. The yield is 0.800. (3) The reactants are [Br:1][C:2]1[CH:3]=[CH:4][C:5]([C:8](=[O:18])[C@H:9]([O:11]C2CCCCO2)[CH3:10])=[N:6][CH:7]=1.CS(O)(=O)=O. The catalyst is C(O)(C)C. The product is [Br:1][C:2]1[CH:3]=[CH:4][C:5]([C:8](=[O:18])[C@H:9]([OH:11])[CH3:10])=[N:6][CH:7]=1. The yield is 0.550. (4) The reactants are Cl.[Cl:2][C:3]1[CH:4]=[C:5]2[C:9](=[CH:10][CH:11]=1)[NH:8][CH:7]=[C:6]2[CH2:12][CH2:13][NH2:14].C1CN([P+](ON2N=NC3C=CC=CC2=3)(N2CCCC2)N2CCCC2)CC1.F[P-](F)(F)(F)(F)F.C(N(CC)C(C)C)(C)C.[O:57]=[C:58]1[CH:62]([C:63](O)=[O:64])[CH2:61][CH2:60][N:59]1[C:66]1[CH:71]=[CH:70][C:69]([CH3:72])=[CH:68][CH:67]=1. The catalyst is CN(C=O)C. The product is [Cl:2][C:3]1[CH:4]=[C:5]2[C:9](=[CH:10][CH:11]=1)[NH:8][CH:7]=[C:6]2[CH2:12][CH2:13][NH:14][C:63]([CH:62]1[CH2:61][CH2:60][N:59]([C:66]2[CH:71]=[CH:70][C:69]([CH3:72])=[CH:68][CH:67]=2)[C:58]1=[O:57])=[O:64]. The yield is 0.420. (5) The reactants are [CH3:1][O:2][C:3]1[C:11]2[C:6](=[N:7][CH:8]=[C:9]([NH2:12])[CH:10]=2)[N:5]([CH2:13][C:14]2[CH:19]=[CH:18][C:17]([O:20][CH3:21])=[CH:16][CH:15]=2)[N:4]=1.[Cl:22][C:23]1[C:28]([C:29](O)=[O:30])=[C:27]([F:32])[C:26]([NH:33][S:34]([CH2:37][CH2:38][CH3:39])(=[O:36])=[O:35])=[CH:25][CH:24]=1.CCN=C=NCCCN(C)C.C1C=CC2N(O)N=NC=2C=1. The catalyst is CN(C=O)C. The product is [Cl:22][C:23]1[C:28]([C:29]([NH:12][C:9]2[CH:10]=[C:11]3[C:3]([O:2][CH3:1])=[N:4][N:5]([CH2:13][C:14]4[CH:19]=[CH:18][C:17]([O:20][CH3:21])=[CH:16][CH:15]=4)[C:6]3=[N:7][CH:8]=2)=[O:30])=[C:27]([F:32])[C:26]([NH:33][S:34]([CH2:37][CH2:38][CH3:39])(=[O:36])=[O:35])=[CH:25][CH:24]=1. The yield is 0.680. (6) The reactants are [CH:1]([C:3]1[C:12](=[O:13])[C:11]2[C:6](=[CH:7][CH:8]=[CH:9][CH:10]=2)[O:5][CH:4]=1)=O.[CH3:14][O:15][C:16]([C:18]#[C:19][C:20]([O:22][CH3:23])=[O:21])=[O:17].C1(P(C2C=CC=CC=2)C2C=CC=CC=2)C=CC=CC=1.[CH3:43][O:44][C:45]1[CH:56]=[C:55]2[C:48]([NH:49][CH:50]=[C:51]2[CH2:52][CH2:53][NH2:54])=[CH:47][CH:46]=1. The catalyst is C1(C)C=CC=CC=1. The product is [CH3:14][O:15][C:16]([C:18]1[C:19]2([C:20]([O:22][CH3:23])=[O:21])[N:54]([CH2:53][CH2:52][C:51]3[C:55]4[C:48](=[CH:47][CH:46]=[C:45]([O:44][CH3:43])[CH:56]=4)[NH:49][C:50]=32)[CH:4]=[C:3]([C:12](=[O:13])[C:11]2[CH:10]=[CH:9][CH:8]=[CH:7][C:6]=2[OH:5])[CH:1]=1)=[O:17]. The yield is 0.760. (7) The reactants are [CH3:1][O:2][C:3]1[CH:8]=[CH:7][C:6]([NH2:9])=[CH:5][CH:4]=1.Br[CH2:11][C:12]([C:14]1[CH:19]=[CH:18][CH:17]=[CH:16][CH:15]=1)=O. The catalyst is CC(N(C)C)=O.C(Cl)Cl. The product is [CH3:1][O:2][C:3]1[CH:8]=[C:7]2[C:6](=[CH:5][CH:4]=1)[NH:9][C:12]([C:14]1[CH:19]=[CH:18][CH:17]=[CH:16][CH:15]=1)=[CH:11]2. The yield is 0.400.